Regression/Classification. Given a drug SMILES string, predict its absorption, distribution, metabolism, or excretion properties. Task type varies by dataset: regression for continuous measurements (e.g., permeability, clearance, half-life) or binary classification for categorical outcomes (e.g., BBB penetration, CYP inhibition). For this dataset (solubility_aqsoldb), we predict Y. From a dataset of Aqueous solubility values for 9,982 compounds from the AqSolDB database. (1) The molecule is CCCCn1ccc(NS(=O)(=O)c2ccc(N)cc2)nc1=O. The Y is -3.09 log mol/L. (2) The molecule is CC(C)CNC(=O)N1CCNC1=O. The Y is -2.15 log mol/L.